From a dataset of Catalyst prediction with 721,799 reactions and 888 catalyst types from USPTO. Predict which catalyst facilitates the given reaction. (1) Reactant: [O:1]=[C:2]1[NH:7][CH2:6][CH2:5][N:4]([C:8]([O:10][C:11]([CH3:14])([CH3:13])[CH3:12])=[O:9])[CH2:3]1.[H-].[Na+].Cl[CH2:18][C:19]1[C:20]([C:25]2[CH:30]=[CH:29][N:28]=[CH:27][CH:26]=2)=[N:21][CH:22]=[CH:23][CH:24]=1.C(=O)([O-])O.[Na+]. Product: [N:21]1[CH:22]=[CH:23][CH:24]=[C:19]([CH2:18][N:7]2[CH2:6][CH2:5][N:4]([C:8]([O:10][C:11]([CH3:14])([CH3:13])[CH3:12])=[O:9])[CH2:3][C:2]2=[O:1])[C:20]=1[C:25]1[CH:30]=[CH:29][N:28]=[CH:27][CH:26]=1. The catalyst class is: 3. (2) Reactant: Br[C:2]1[CH:7]=[C:6]([O:8][CH2:9][CH2:10][N:11]([CH3:13])[CH3:12])[N:5]=[C:4]([C:14]([O:16][CH3:17])=[O:15])[CH:3]=1.[CH2:18]([NH:20][C:21]([NH:23][C:24]1[CH:29]=[C:28]([C:30]2[S:31][CH:32]=[C:33]([C:35]([F:38])([F:37])[F:36])[N:34]=2)[C:27](B2OC(C)(C)C(C)(C)O2)=[CH:26][N:25]=1)=[O:22])[CH3:19].O1CCOCC1.[O-]P([O-])([O-])=O.[K+].[K+].[K+]. Product: [CH3:12][N:11]([CH3:13])[CH2:10][CH2:9][O:8][C:6]1[N:5]=[C:4]([C:14]([O:16][CH3:17])=[O:15])[CH:3]=[C:2]([C:27]2[CH:26]=[N:25][C:24]([NH:23][C:21]([NH:20][CH2:18][CH3:19])=[O:22])=[CH:29][C:28]=2[C:30]2[S:31][CH:32]=[C:33]([C:35]([F:38])([F:36])[F:37])[N:34]=2)[CH:7]=1. The catalyst class is: 257.